This data is from Forward reaction prediction with 1.9M reactions from USPTO patents (1976-2016). The task is: Predict the product of the given reaction. (1) Given the reactants N[C:2]1[CH:10]=[CH:9][C:8]([Cl:11])=[CH:7][C:3]=1[C:4]([OH:6])=[O:5].[OH-].[Na+].N([O-])=O.[Na+].Cl.C(OC([S-])=[S:23])C.[K+], predict the reaction product. The product is: [Cl:11][C:8]1[CH:9]=[CH:10][C:2]([SH:23])=[C:3]([CH:7]=1)[C:4]([OH:6])=[O:5]. (2) Given the reactants [Br:1][C:2]1[CH:7]=[CH:6][C:5]([C:8](=[O:12])[CH2:9][CH2:10]Cl)=[C:4]([F:13])[CH:3]=1.[Cl-].[Al+3].[Cl-].[Cl-].[Cl-].[Na+], predict the reaction product. The product is: [Br:1][C:2]1[CH:7]=[C:6]2[C:5](=[C:4]([F:13])[CH:3]=1)[C:8](=[O:12])[CH2:9][CH2:10]2.